Regression. Given a peptide amino acid sequence and an MHC pseudo amino acid sequence, predict their binding affinity value. This is MHC class II binding data. From a dataset of Peptide-MHC class II binding affinity with 134,281 pairs from IEDB. (1) The peptide sequence is KEVSGVKGFTLGRDG. The MHC is HLA-DQA10601-DQB10402 with pseudo-sequence HLA-DQA10601-DQB10402. The binding affinity (normalized) is 0.390. (2) The binding affinity (normalized) is 0.342. The MHC is DRB1_0401 with pseudo-sequence DRB1_0401. The peptide sequence is PDYKYLMDEEVPA. (3) The peptide sequence is VIRDLAAMDGGGFYA. The MHC is DRB1_0701 with pseudo-sequence DRB1_0701. The binding affinity (normalized) is 0.237. (4) The peptide sequence is DIHRLEPVKCDTLLC. The MHC is DRB1_0301 with pseudo-sequence DRB1_0301. The binding affinity (normalized) is 0.671. (5) The peptide sequence is QPFPKTVWEQILNTW. The MHC is HLA-DPA10201-DPB10101 with pseudo-sequence HLA-DPA10201-DPB10101. The binding affinity (normalized) is 0.606. (6) The peptide sequence is VSTIVPYIGPALNIV. The MHC is HLA-DQA10102-DQB10602 with pseudo-sequence HLA-DQA10102-DQB10602. The binding affinity (normalized) is 0.199. (7) The peptide sequence is ALTIYEMLQNIFAIF. The MHC is DRB1_0301 with pseudo-sequence DRB1_0301. The binding affinity (normalized) is 0.0689. (8) The MHC is HLA-DQA10301-DQB10302 with pseudo-sequence HLA-DQA10301-DQB10302. The binding affinity (normalized) is 0.231. The peptide sequence is FNFSQDDLLTEDVMI. (9) The peptide sequence is RETQISKTNTQTYR. The MHC is DRB4_0101 with pseudo-sequence DRB4_0103. The binding affinity (normalized) is 0.149.